Dataset: hERG Central: cardiac toxicity at 1µM, 10µM, and general inhibition. Task: Predict hERG channel inhibition at various concentrations. (1) The molecule is O=C(C1=C[C@@H](c2ccccc2)C[C@@H](OCCCCO)O1)N1CCN(Cc2ccc3c(c2)OCO3)CC1. Results: hERG_inhib (hERG inhibition (general)): blocker. (2) The molecule is CCN(CC)CCn1c(=N)n(CC(O)COc2ccccc2)c2ccccc21.Cl. Results: hERG_inhib (hERG inhibition (general)): blocker. (3) The molecule is O=[N+]([O-])c1ccc(C2CN=C(Nc3ccccc3)S2)cc1. Results: hERG_inhib (hERG inhibition (general)): blocker. (4) The drug is CCN1CCN(c2c(Cl)cccc2NC(=O)c2ccc(Br)o2)CC1. Results: hERG_inhib (hERG inhibition (general)): blocker. (5) The molecule is COc1ccc(CC2(CO)CCN(Cc3cnn(-c4ccc(F)cc4)c3)CC2)cc1. Results: hERG_inhib (hERG inhibition (general)): blocker. (6) The molecule is C/C(Cn1nc([N+](=O)[O-])cc1C)=N\NC(=O)COc1ccc(Cl)cc1Cl. Results: hERG_inhib (hERG inhibition (general)): blocker.